Dataset: Reaction yield outcomes from USPTO patents with 853,638 reactions. Task: Predict the reaction yield, written as a fraction of the theoretical maximum amount of product (1.0 means a 100% yield; for example, 0.34 means a 34% yield). (1) The reactants are [CH:1]([O:4][C:5]([N:7]1[C@H:11]([CH2:12][CH3:13])[CH2:10][C@H:9]([NH:14][CH2:15]C2C=CC=CC=2)[C@@H:8]1[CH2:22][C:23]1[CH:28]=[CH:27][CH:26]=[CH:25][CH:24]=1)=[O:6])([CH3:3])[CH3:2].[Br:29][C:30]1[CH:31]=[N:32]C(Cl)=[N:34][CH:35]=1.CCN(C(C)C)C(C)C. The catalyst is C(O)C.[Pd].CN(C=O)C.[Cl-].[Na+].O.CCOC(C)=O. The product is [CH:1]([O:4][C:5]([N:7]1[C@H:11]([CH2:12][CH3:13])[CH2:10][C@H:9]([NH:14][C:15]2[N:32]=[CH:31][C:30]([Br:29])=[CH:35][N:34]=2)[C@@H:8]1[CH2:22][C:23]1[CH:28]=[CH:27][CH:26]=[CH:25][CH:24]=1)=[O:6])([CH3:3])[CH3:2]. The yield is 0.400. (2) The reactants are [CH2:1]([O:3][C:4](=[O:44])[CH2:5][C:6]1[C:7]([C:12]#[C:13][C:14]2[C:19]([C:20]([F:23])([F:22])[F:21])=[CH:18][N:17]=[C:16]([NH:24][C:25]3[CH:30]=[CH:29][C:28]([CH:31]4[CH2:36][CH2:35][N:34]([C:37]([O:39][C:40]([CH3:43])([CH3:42])[CH3:41])=[O:38])[CH2:33][CH2:32]4)=[CH:27][CH:26]=3)[N:15]=2)=[N:8][CH:9]=[N:10][CH:11]=1)[CH3:2].[H][H]. The catalyst is CN(C=O)C.CCOC(C)=O.[Pd]. The product is [CH2:1]([O:3][C:4](=[O:44])[CH2:5][C:6]1[C:7]([CH2:12][CH2:13][C:14]2[C:19]([C:20]([F:23])([F:21])[F:22])=[CH:18][N:17]=[C:16]([NH:24][C:25]3[CH:30]=[CH:29][C:28]([CH:31]4[CH2:32][CH2:33][N:34]([C:37]([O:39][C:40]([CH3:43])([CH3:42])[CH3:41])=[O:38])[CH2:35][CH2:36]4)=[CH:27][CH:26]=3)[N:15]=2)=[N:8][CH:9]=[N:10][CH:11]=1)[CH3:2]. The yield is 0.880. (3) The reactants are [N+:1]([C:4]1[CH:9]=[CH:8][CH:7]=[C:6]([NH2:10])[C:5]=1[NH2:11])([O-:3])=[O:2].Br[C:13]#[N:14].O. The catalyst is C(O)C. The product is [N+:1]([C:4]1[C:5]2[NH:11][C:13]([NH2:14])=[N:10][C:6]=2[CH:7]=[CH:8][CH:9]=1)([O-:3])=[O:2]. The yield is 0.800. (4) The reactants are Br[CH2:2][CH2:3][Br:4].Cl[Si](C)(C)C.[F:10][C:11]([F:31])([C:15]([F:30])([F:29])[C:16]([F:28])([F:27])[C:17]([F:26])([F:25])[C:18]([F:24])([F:23])[C:19]([F:22])([F:21])[F:20])[CH2:12][CH2:13]I.Br[C:33]1[CH:38]=CC(I)=[CH:35][CH:34]=1. The catalyst is C1COCC1.[Zn].[Pd].C1(P(C2C=CC=CC=2)C2C=CC=CC=2)C=CC=CC=1.C1(P(C2C=CC=CC=2)C2C=CC=CC=2)C=CC=CC=1.C1(P(C2C=CC=CC=2)C2C=CC=CC=2)C=CC=CC=1.C1(P(C2C=CC=CC=2)C2C=CC=CC=2)C=CC=CC=1. The product is [Br:4][C:3]1[CH:35]=[CH:34][C:33]([CH2:13][CH2:12][C:11]([F:31])([F:10])[C:15]([F:29])([F:30])[C:16]([F:28])([F:27])[C:17]([F:25])([F:26])[C:18]([F:24])([F:23])[C:19]([F:22])([F:21])[F:20])=[CH:38][CH:2]=1. The yield is 0.560. (5) The reactants are Br[C:2]1[CH:3]=[C:4]2[C:8](=[CH:9][CH:10]=1)[N:7]([CH:11]1[CH2:16][CH2:15][CH2:14][CH2:13][O:12]1)[N:6]=[C:5]2[C:17]#[N:18].[B:19]1([B:19]2[O:23][C:22]([CH3:25])([CH3:24])[C:21]([CH3:27])([CH3:26])[O:20]2)[O:23][C:22]([CH3:25])([CH3:24])[C:21]([CH3:27])([CH3:26])[O:20]1.C([O-])(=O)C.[K+].C(OCC)(=O)C. The catalyst is CS(C)=O. The product is [O:12]1[CH2:13][CH2:14][CH2:15][CH2:16][CH:11]1[N:7]1[C:8]2[C:4](=[CH:3][C:2]([B:19]3[O:23][C:22]([CH3:25])([CH3:24])[C:21]([CH3:27])([CH3:26])[O:20]3)=[CH:10][CH:9]=2)[C:5]([C:17]#[N:18])=[N:6]1. The yield is 0.240. (6) The reactants are [CH:1]([C:3]1[CH:4]=[C:5]([N+:13]([O-:15])=[O:14])[C:6]([OH:12])=[C:7]([CH:11]=1)[C:8]([OH:10])=[O:9])=O.[C:16]1([C:22](=O)[CH2:23][C:24]2[CH:29]=[CH:28][CH:27]=[CH:26][CH:25]=2)[CH:21]=[CH:20][CH:19]=[CH:18][CH:17]=1.[NH2:31][C:32]([NH2:34])=[O:33].Cl. The catalyst is C(O)C. The product is [OH:12][C:6]1[C:5]([N+:13]([O-:15])=[O:14])=[CH:4][C:3]([CH:1]2[C:23]([C:24]3[CH:29]=[CH:28][CH:27]=[CH:26][CH:25]=3)=[C:22]([C:16]3[CH:21]=[CH:20][CH:19]=[CH:18][CH:17]=3)[NH:34][C:32](=[O:33])[NH:31]2)=[CH:11][C:7]=1[C:8]([OH:10])=[O:9]. The yield is 0.185. (7) The reactants are [C:1]([O:4][CH2:5][C:6]([CH3:58])([CH3:57])[C@H:7]([NH:49][C:50]([O:52][C:53](C)(C)C)=[O:51])[C:8](=[O:48])[NH:9][C@@H:10]([CH2:41][C:42]1[CH:47]=[CH:46][CH:45]=[CH:44][CH:43]=1)[C@@H:11]([OH:40])[CH2:12][C@H:13]([CH2:27][C:28]1[CH:33]=[CH:32][C:31]([C:34]2[CH:39]=[CH:38][CH:37]=[CH:36][N:35]=2)=[CH:30][CH:29]=1)[NH:14][C:15](=[O:26])[C@H:16]([C:22]([CH3:25])([CH3:24])[CH3:23])[NH:17][C:18](=[O:21])[O:19][CH3:20])(=[O:3])[CH3:2].Cl.C(N(C(C)C)CC)(C)C.ClC(OC)=O. The catalyst is O1CCOCC1.O. The product is [C:1]([O:4][CH2:5][C:6]([CH3:58])([CH3:57])[C@H:7]([NH:49][C:50]([O:52][CH3:53])=[O:51])[C:8](=[O:48])[NH:9][C@@H:10]([CH2:41][C:42]1[CH:47]=[CH:46][CH:45]=[CH:44][CH:43]=1)[C@@H:11]([OH:40])[CH2:12][C@H:13]([CH2:27][C:28]1[CH:29]=[CH:30][C:31]([C:34]2[CH:39]=[CH:38][CH:37]=[CH:36][N:35]=2)=[CH:32][CH:33]=1)[NH:14][C:15](=[O:26])[C@H:16]([C:22]([CH3:24])([CH3:23])[CH3:25])[NH:17][C:18](=[O:21])[O:19][CH3:20])(=[O:3])[CH3:2]. The yield is 0.670. (8) The reactants are [F:1][C:2]1[CH:28]=[C:27]([F:29])[CH:26]=[CH:25][C:3]=1[O:4][C:5]1[CH:10]=[CH:9][C:8]([CH2:11][S:12]([CH3:15])(=[O:14])=[O:13])=[CH:7][C:6]=1B1OC(C)(C)C(C)(C)O1.Br[C:31]1[CH:32]=[C:33]2[C:41](I)=[CH:40][N:39]([CH3:43])[C:34]2=[C:35]([O:37][CH3:38])[N:36]=1.P([O-])([O-])([O-])=O.[K+].[K+].[K+]. The catalyst is C1C=CC(/C=C/C(/C=C/C2C=CC=CC=2)=O)=CC=1.C1C=CC(/C=C/C(/C=C/C2C=CC=CC=2)=O)=CC=1.C1C=CC(/C=C/C(/C=C/C2C=CC=CC=2)=O)=CC=1.[Pd].[Pd]. The product is [F:1][C:2]1[CH:28]=[C:27]([F:29])[CH:26]=[CH:25][C:3]=1[O:4][C:5]1[CH:6]=[CH:7][C:8]([CH2:11][S:12]([CH3:15])(=[O:14])=[O:13])=[CH:9][C:10]=1[C:41]1[C:33]2[C:34](=[C:35]([O:37][CH3:38])[N:36]=[C:31]([C:6]3[CH:7]=[C:8]([CH2:11][S:12]([CH3:15])(=[O:14])=[O:13])[CH:9]=[CH:10][C:5]=3[O:4][C:3]3[CH:25]=[CH:26][C:27]([F:29])=[CH:28][C:2]=3[F:1])[CH:32]=2)[N:39]([CH3:43])[CH:40]=1. The yield is 0.0600. (9) The reactants are [C:1]([C:4]1[O:8][N:7]=[C:6]([C:9]([OH:11])=O)[CH:5]=1)(=[O:3])[CH3:2].[NH2:12][C@@H:13]([CH3:30])[CH2:14][N:15]1[CH:19]=[CH:18][C:17]([C:20]2[CH:27]=[C:26]([F:28])[C:23]([C:24]#[N:25])=[C:22]([Cl:29])[CH:21]=2)=[N:16]1. No catalyst specified. The product is [C:1]([C:4]1[O:8][N:7]=[C:6]([C:9]([NH:12][C@@H:13]([CH3:30])[CH2:14][N:15]2[CH:19]=[CH:18][C:17]([C:20]3[CH:27]=[C:26]([F:28])[C:23]([C:24]#[N:25])=[C:22]([Cl:29])[CH:21]=3)=[N:16]2)=[O:11])[CH:5]=1)(=[O:3])[CH3:2]. The yield is 0.161.